From a dataset of Full USPTO retrosynthesis dataset with 1.9M reactions from patents (1976-2016). Predict the reactants needed to synthesize the given product. Given the product [C:1]([C:3]1[C:11]2[C:6](=[CH:7][C:8]([C:12]([OH:14])=[O:13])=[CH:9][CH:10]=2)[NH:5][N:4]=1)(=[O:20])[NH2:2], predict the reactants needed to synthesize it. The reactants are: [C:1]([C:3]1[C:11]2[C:6](=[CH:7][C:8]([C:12]([O:14]C)=[O:13])=[CH:9][CH:10]=2)[NH:5][N:4]=1)#[N:2].OO.NC(N)=[O:20].[OH-].[Na+].